From a dataset of Reaction yield outcomes from USPTO patents with 853,638 reactions. Predict the reaction yield, written as a fraction of the theoretical maximum amount of product (1.0 means a 100% yield; for example, 0.34 means a 34% yield). (1) The reactants are Cl[CH2:2][C:3]([NH:5][C:6]1[CH:11]=[CH:10][CH:9]=[C:8]([CH:12]([C:24]2[C:33]([OH:34])=[C:32]3[C:27]([CH:28]=[CH:29][CH:30]=[N:31]3)=[C:26]([Cl:35])[CH:25]=2)[NH:13][C:14](=[O:23])[CH2:15][O:16][C:17]2[CH:22]=[CH:21][CH:20]=[CH:19][CH:18]=2)[CH:7]=1)=[O:4].[CH3:36][NH:37][CH3:38]. No catalyst specified. The product is [Cl:35][C:26]1[CH:25]=[C:24]([CH:12]([NH:13][C:14](=[O:23])[CH2:15][O:16][C:17]2[CH:22]=[CH:21][CH:20]=[CH:19][CH:18]=2)[C:8]2[CH:7]=[C:6]([NH:5][C:3](=[O:4])[CH2:2][N:37]([CH3:38])[CH3:36])[CH:11]=[CH:10][CH:9]=2)[C:33]([OH:34])=[C:32]2[C:27]=1[CH:28]=[CH:29][CH:30]=[N:31]2. The yield is 0.460. (2) The catalyst is ClCCl. The product is [N:10]1([C:15]([N:2]2[CH2:3][CH:4]3[CH2:8][C:7](=[O:9])[CH2:6][CH:5]3[CH2:1]2)=[O:16])[CH2:14][CH2:13][CH2:12][CH2:11]1. The yield is 0.585. The reactants are [CH2:1]1[CH:5]2[CH2:6][C:7](=[O:9])[CH2:8][CH:4]2[CH2:3][NH:2]1.[N:10]1([C:15](Cl)=[O:16])[CH2:14][CH2:13][CH2:12][CH2:11]1.C(N(CC)CC)C.C(O)(=O)CC(CC(O)=O)(C(O)=O)O. (3) The reactants are Br[C:2]1[CH:3]=[C:4]2[C:8](=[C:9]([F:11])[CH:10]=1)[NH:7][C:6](=[O:12])[C:5]2([CH3:14])[CH3:13].[C:15]([O:19][C:20]([N:22]1[CH:26]=[CH:25][CH:24]=[C:23]1B(O)O)=[O:21])([CH3:18])([CH3:17])[CH3:16].[F-].[K+].C1COCC1. The catalyst is CCOC(C)=O.P(C(C)(C)C)(C(C)(C)C)C(C)(C)C. The product is [F:11][C:9]1[CH:10]=[C:2]([C:23]2[N:22]([C:20]([O:19][C:15]([CH3:18])([CH3:17])[CH3:16])=[O:21])[CH:26]=[CH:25][CH:24]=2)[CH:3]=[C:4]2[C:8]=1[NH:7][C:6](=[O:12])[C:5]2([CH3:14])[CH3:13]. The yield is 0.880. (4) The reactants are [C:1]1([CH2:7][S:8](Cl)(=[O:10])=[O:9])[CH:6]=[CH:5][CH:4]=[CH:3][CH:2]=1.C([NH2:20])CCCCCCC. The catalyst is C(Cl)Cl. The product is [C:1]1([CH2:7][S:8]([NH2:20])(=[O:10])=[O:9])[CH:6]=[CH:5][CH:4]=[CH:3][CH:2]=1. The yield is 0.930.